Dataset: Reaction yield outcomes from USPTO patents with 853,638 reactions. Task: Predict the reaction yield, written as a fraction of the theoretical maximum amount of product (1.0 means a 100% yield; for example, 0.34 means a 34% yield). (1) The reactants are [CH3:1][O:2][C:3]1[CH:12]=[C:11]2[C:6]([CH2:7][CH2:8][CH2:9][C:10]2([CH3:14])[CH3:13])=[CH:5][CH:4]=1.C(O)(=[O:17])C. The catalyst is O.[O-2].[O-2].[O-2].[Cr+6]. The product is [CH3:1][O:2][C:3]1[CH:12]=[C:11]2[C:6](=[CH:5][CH:4]=1)[C:7](=[O:17])[CH2:8][CH2:9][C:10]2([CH3:14])[CH3:13]. The yield is 0.930. (2) The reactants are [Br:1][C:2]1[CH:7]=[CH:6][C:5]([N:8]([CH2:13][C:14]([O:16]C(C)(C)C)=[O:15])[S:9]([CH3:12])(=[O:11])=[O:10])=[CH:4][CH:3]=1. The catalyst is C1(C)C=CC=CC=1. The product is [Br:1][C:2]1[CH:3]=[CH:4][C:5]([N:8]([CH2:13][C:14]([OH:16])=[O:15])[S:9]([CH3:12])(=[O:10])=[O:11])=[CH:6][CH:7]=1. The yield is 0.950. (3) The reactants are [Si:1]([O:8][CH2:9][CH2:10]/[CH:11]=[CH:12]/[C:13]1[N:21]2[C:16]([C:17]([NH2:22])=[N:18][CH:19]=[N:20]2)=[CH:15][CH:14]=1)([C:4]([CH3:7])([CH3:6])[CH3:5])([CH3:3])[CH3:2]. The catalyst is C(O)(=O)C.[Pt](=O)=O. The product is [Si:1]([O:8][CH2:9][CH2:10][CH2:11][CH2:12][C:13]1[N:21]2[C:16]([C:17]([NH2:22])=[N:18][CH:19]=[N:20]2)=[CH:15][CH:14]=1)([C:4]([CH3:7])([CH3:5])[CH3:6])([CH3:2])[CH3:3]. The yield is 0.880. (4) The reactants are Br[C:2]1[C:3]([F:19])=[CH:4][C:5]2[O:11][CH2:10][CH2:9][N:8]3[CH:12]=[C:13]([C:15]([NH2:17])=[O:16])[N:14]=[C:7]3[C:6]=2[CH:18]=1.[NH:20]1[CH:24]=[N:23][C:22]([C:25]([OH:29])([C:27]#[CH:28])[CH3:26])=[N:21]1. No catalyst specified. The product is [F:19][C:3]1[C:2]([C:28]#[C:27][C:25]([OH:29])([C:22]2[N:23]=[CH:24][NH:20][N:21]=2)[CH3:26])=[CH:18][C:6]2[C:7]3[N:8]([CH:12]=[C:13]([C:15]([NH2:17])=[O:16])[N:14]=3)[CH2:9][CH2:10][O:11][C:5]=2[CH:4]=1. The yield is 0.200. (5) The reactants are Cl[C:2]1[C:11]2[C:6](=[CH:7][CH:8]=[CH:9][C:10]=2[CH3:12])[N:5]=[C:4]([CH3:13])[C:3]=1[C:14]([O:16][CH2:17][CH3:18])=[O:15].[CH3:19][O:20][C:21]1[CH:26]=[CH:25][C:24]([CH2:27][NH2:28])=[CH:23][CH:22]=1. The catalyst is C1(C)C=CC=CC=1.CN(C=O)C. The product is [CH3:19][O:20][C:21]1[CH:26]=[CH:25][C:24]([CH2:27][NH:28][C:2]2[C:11]3[C:6](=[CH:7][CH:8]=[CH:9][C:10]=3[CH3:12])[N:5]=[C:4]([CH3:13])[C:3]=2[C:14]([O:16][CH2:17][CH3:18])=[O:15])=[CH:23][CH:22]=1. The yield is 0.790. (6) The product is [Br:40][C:2]1[CH:11]=[CH:10][C:9]([N:12]([C:17]2[C:36]([CH:37]3[CH2:39][CH2:38]3)=[CH:35][C:20]3[C:21]([C:31](=[O:34])[NH:32][CH3:33])=[C:22]([C:24]4[CH:29]=[CH:28][C:27]([F:30])=[CH:26][CH:25]=4)[O:23][C:19]=3[CH:18]=2)[S:13]([CH3:16])(=[O:15])=[O:14])=[CH:8][C:3]=1[C:4]([O:6][CH3:7])=[O:5]. The catalyst is C(#N)C.[Cu]Br. The yield is 0.550. The reactants are N[C:2]1[CH:11]=[CH:10][C:9]([N:12]([C:17]2[C:36]([CH:37]3[CH2:39][CH2:38]3)=[CH:35][C:20]3[C:21]([C:31](=[O:34])[NH:32][CH3:33])=[C:22]([C:24]4[CH:29]=[CH:28][C:27]([F:30])=[CH:26][CH:25]=4)[O:23][C:19]=3[CH:18]=2)[S:13]([CH3:16])(=[O:15])=[O:14])=[CH:8][C:3]=1[C:4]([O:6][CH3:7])=[O:5].[BrH:40].N([O-])=O.[Na+].